From a dataset of Full USPTO retrosynthesis dataset with 1.9M reactions from patents (1976-2016). Predict the reactants needed to synthesize the given product. (1) Given the product [C:1]([C:4]1[CH:14]=[CH:13][C:7]([O:8][CH2:9][C:10]([NH:48][CH2:52][C:30]2[CH:29]=[CH:28][CH:27]=[C:26]([N+:25]([O-:24])=[O:45])[CH:31]=2)=[O:12])=[CH:6][C:5]=1[NH2:15])(=[O:3])[CH3:2], predict the reactants needed to synthesize it. The reactants are: [C:1]([C:4]1[CH:14]=[CH:13][C:7]([O:8][CH2:9][C:10]([O-:12])=O)=[CH:6][C:5]=1[NH2:15])(=[O:3])[CH3:2].[Li+].CN(C([O:24][N:25]1N=N[C:27]2[CH:28]=[CH:29][CH:30]=[CH:31][C:26]1=2)=[N+](C)C)C.F[P-](F)(F)(F)(F)F.CN(C=[O:45])C.CC[N:48]([CH:52](C)C)C(C)C. (2) Given the product [F:1][C:2]1[CH:3]=[C:4]([N:19]2[CH2:37][C@H:36]([CH2:38][NH:39][C:40](=[O:42])[CH3:41])[O:29][C:20]2=[O:46])[CH:5]=[CH:6][C:7]=1[CH:8]1[CH2:13][CH2:12][S:11](=[O:15])(=[O:14])[N:10]([CH2:16][CH:17]=[CH2:18])[CH2:9]1, predict the reactants needed to synthesize it. The reactants are: [F:1][C:2]1[CH:3]=[C:4]([NH:19][C:20](=[O:29])OCC2C=CC=CC=2)[CH:5]=[CH:6][C:7]=1[CH:8]1[CH2:13][CH2:12][S:11](=[O:15])(=[O:14])[N:10]([CH2:16][CH:17]=[CH2:18])[CH2:9]1.C([Li])CCC.O1[CH2:37][C@@H:36]1[CH2:38][NH:39][C:40](=[O:42])[CH3:41].C1C[O:46]CC1. (3) Given the product [CH3:13][C:4]1[C:5]2[CH2:9][O:8][C:7](=[O:10])[C:6]=2[CH:11]=[CH:12][C:3]=1[CH:1]1[CH2:2][O:22]1, predict the reactants needed to synthesize it. The reactants are: [CH:1]([C:3]1[CH:12]=[CH:11][C:6]2[C:7](=[O:10])[O:8][CH2:9][C:5]=2[C:4]=1[CH3:13])=[CH2:2].C1C=C(Cl)C=C(C(OO)=[O:22])C=1. (4) Given the product [CH3:17][N:16]1[C:12]([N:7]2[CH2:6][CH2:5][NH:4][CH:3]([C:2]([F:10])([F:9])[F:1])[CH2:8]2)=[C:13]([N+:18]([O-:20])=[O:19])[CH:14]=[N:15]1, predict the reactants needed to synthesize it. The reactants are: [F:1][C:2]([F:10])([F:9])[CH:3]1[CH2:8][NH:7][CH2:6][CH2:5][NH:4]1.Cl[C:12]1[N:16]([CH3:17])[N:15]=[CH:14][C:13]=1[N+:18]([O-:20])=[O:19].CCN(C(C)C)C(C)C. (5) Given the product [CH2:2]([NH:9][C:10]1[CH:15]=[C:14]([NH2:1])[CH:13]=[CH:12][C:11]=1[N+:17]([O-:19])=[O:18])[C:3]1[CH:8]=[CH:7][CH:6]=[CH:5][CH:4]=1, predict the reactants needed to synthesize it. The reactants are: [NH3:1].[CH2:2]([NH:9][C:10]1[CH:15]=[C:14](F)[CH:13]=[CH:12][C:11]=1[N+:17]([O-:19])=[O:18])[C:3]1[CH:8]=[CH:7][CH:6]=[CH:5][CH:4]=1. (6) Given the product [Br:1][C:2]1[N:3]=[C:4]([S:21]([CH3:10])(=[O:25])=[O:23])[S:5][C:6]=1[CH3:7], predict the reactants needed to synthesize it. The reactants are: [Br:1][C:2]1[N:3]=[C:4](SC)[S:5][C:6]=1[CH3:7].[CH:10]1C=C(Cl)C=C(C(OO)=O)C=1.[S:21]([O-:25])([O-])(=[O:23])=S.[Na+].[Na+]. (7) Given the product [CH:19]([C:22]1[CH:23]=[CH:24][C:25]([S:28]([NH:31][C:2]2[C:7]([O:8][C:9]3[CH:14]=[CH:13][CH:12]=[CH:11][C:10]=3[O:15][CH3:16])=[C:6]([Cl:17])[N:5]=[CH:4][N:3]=2)(=[O:30])=[O:29])=[N:26][CH:27]=1)([CH3:21])[CH3:20], predict the reactants needed to synthesize it. The reactants are: Cl[C:2]1[C:7]([O:8][C:9]2[CH:14]=[CH:13][CH:12]=[CH:11][C:10]=2[O:15][CH3:16])=[C:6]([Cl:17])[N:5]=[CH:4][N:3]=1.[K+].[CH:19]([C:22]1[CH:23]=[CH:24][C:25]([S:28]([NH-:31])(=[O:30])=[O:29])=[N:26][CH:27]=1)([CH3:21])[CH3:20].